This data is from Forward reaction prediction with 1.9M reactions from USPTO patents (1976-2016). The task is: Predict the product of the given reaction. (1) Given the reactants C[C:2]1[CH:10]=[CH:9][C:5]([C:6]([OH:8])=[O:7])=[C:4]([N:11]([S:13]([C:16]2[CH:21]=[CH:20][C:19](F)=[CH:18][CH:17]=2)(=[O:15])=[O:14])[CH3:12])[C:3]=1[CH3:23].[OH:24][CH2:25][CH2:26][CH2:27][CH2:28][NH:29][C:30]([C:32]1[CH:40]=[CH:39][C:35]2[O:36][CH2:37][O:38][C:34]=2[CH:33]=1)=[O:31], predict the reaction product. The product is: [O:36]1[C:35]2[CH:39]=[CH:40][C:32]([C:30]([NH:29][CH2:28][CH2:27][CH2:26][CH2:25][O:24][C:19]3[CH:20]=[CH:21][C:16]([S:13]([N:11]([CH3:12])[C:4]4[C:3]([CH3:23])=[CH:2][CH:10]=[CH:9][C:5]=4[C:6]([OH:8])=[O:7])(=[O:15])=[O:14])=[CH:17][CH:18]=3)=[O:31])=[CH:33][C:34]=2[O:38][CH2:37]1. (2) Given the reactants [C:1]([NH:4][C:5]1[C:10]([CH3:11])=[CH:9][CH:8]=[CH:7][N:6]=1)(=O)[CH3:2].[H-].[Na+], predict the reaction product. The product is: [CH3:2][C:1]1[NH:4][C:5]2[C:10]([CH:11]=1)=[CH:9][CH:8]=[CH:7][N:6]=2. (3) Given the reactants Cl[C:2]1[N:7]=[CH:6][N:5]=[C:4]([NH:8][CH2:9][C:10]2[CH:15]=[CH:14][C:13]([S:16][C:17]([CH3:26])([CH3:25])[C:18]([O:20][C:21]([CH3:24])([CH3:23])[CH3:22])=[O:19])=[CH:12][CH:11]=2)[CH:3]=1.[F:27][C:28]([F:39])([F:38])[C:29]1[CH:30]=[C:31](B(O)O)[CH:32]=[CH:33][CH:34]=1.C(=O)([O-])[O-].[K+].[K+], predict the reaction product. The product is: [CH3:25][C:17]([S:16][C:13]1[CH:14]=[CH:15][C:10]([CH2:9][NH:8][C:4]2[CH:3]=[C:2]([C:33]3[CH:32]=[CH:31][CH:30]=[C:29]([C:28]([F:39])([F:38])[F:27])[CH:34]=3)[N:7]=[CH:6][N:5]=2)=[CH:11][CH:12]=1)([CH3:26])[C:18]([O:20][C:21]([CH3:24])([CH3:23])[CH3:22])=[O:19]. (4) Given the reactants [CH:1]1([CH2:7][CH2:8][CH2:9][C@@H:10]([C:19]([NH:21][C@@H:22]([CH2:28][OH:29])[C:23]([O:25][CH2:26][CH3:27])=[O:24])=O)[CH2:11][C:12]([O:14][C:15]([CH3:18])([CH3:17])[CH3:16])=[O:13])[CH2:6][CH2:5][CH2:4][CH2:3][CH2:2]1.[OH-].COC(NS([N+](CC)(CC)CC)(=O)=O)=O.CC[N+](S(N=C(OC)[O-])(=O)=O)(CC)CC, predict the reaction product. The product is: [C:15]([O:14][C:12](=[O:13])[CH2:11][C@H:10]([C:19]1[O:29][CH2:28][C@@H:22]([C:23]([O:25][CH2:26][CH3:27])=[O:24])[N:21]=1)[CH2:9][CH2:8][CH2:7][CH:1]1[CH2:2][CH2:3][CH2:4][CH2:5][CH2:6]1)([CH3:16])([CH3:18])[CH3:17]. (5) Given the reactants [CH2:32]([C:25]1[CH:24]=[C:23]2[C:28]([CH:29]=[C:30]([OH:31])[C:21]([C:21]3[C:30]([OH:31])=[CH:29][C:28]4[C:23](=[CH:24][C:25]([CH2:32][CH2:33][CH2:34][CH2:35][CH2:36][CH2:37][CH2:38][CH2:39][CH2:40][CH3:41])=[CH:26][CH:27]=4)[CH:22]=3)=[CH:22]2)=[CH:27][CH:26]=1)[CH2:33][CH2:34][CH2:35][CH2:36][CH2:37][CH2:38][CH2:39][CH2:40][CH3:41], predict the reaction product. The product is: [CH2:21]([C:21]1[CH:22]=[C:23]2[C:28](=[CH:29][CH:30]=1)[CH:27]=[C:26]1[O:31][C:30]3[CH:21]=[C:22]4[C:27]([CH:26]=[C:25]([CH2:32][CH2:33][CH2:34][CH2:35][CH2:36][CH2:37][CH2:38][CH2:39][CH2:40][CH3:41])[CH:24]=[CH:23]4)=[CH:28][C:29]=3[C:25]1=[CH:24]2)[CH2:22][CH2:23][CH2:24][CH2:25][CH2:26][CH2:27][CH2:28][CH2:29][CH3:30]. (6) Given the reactants [CH2:1]([C:3]1[C:11]2[C:6](=[CH:7][CH:8]=[CH:9][C:10]=2[NH:12][C:13]([C:15]2[N:19]3[CH:20]=[CH:21][C:22]([C:24]([OH:26])=O)=[CH:23][C:18]3=[N:17][CH:16]=2)=[O:14])[N:5]([CH2:27][C:28]2[CH:33]=[CH:32][CH:31]=[C:30]([CH3:34])[N:29]=2)[N:4]=1)[CH3:2].[CH:35]([NH:37][NH2:38])=[O:36].Cl.C(N=C=NCCCN(C)C)C.C(N(CC)CC)C, predict the reaction product. The product is: [CH2:1]([C:3]1[C:11]2[C:6](=[CH:7][CH:8]=[CH:9][C:10]=2[NH:12][C:13]([C:15]2[N:19]3[CH:20]=[CH:21][C:22]([C:24]([NH:38][NH:37][CH:35]=[O:36])=[O:26])=[CH:23][C:18]3=[N:17][CH:16]=2)=[O:14])[N:5]([CH2:27][C:28]2[CH:33]=[CH:32][CH:31]=[C:30]([CH3:34])[N:29]=2)[N:4]=1)[CH3:2]. (7) Given the reactants [OH-].[K+].[CH3:3][C:4]([CH3:38])([CH3:37])[CH2:5][C:6]1[N:7]=[C:8]([CH:17]([OH:36])[C:18]2([C:24]3[CH:29]=[CH:28][C:27]([C:30]4[CH:35]=[CH:34][CH:33]=[CH:32][N:31]=4)=[CH:26][CH:25]=3)SCCCS2)[N:9]([S:11]([N:14]([CH3:16])[CH3:15])(=[O:13])=[O:12])[CH:10]=1, predict the reaction product. The product is: [CH3:3][C:4]([CH3:38])([CH3:37])[CH2:5][C:6]1[N:7]=[C:8]([CH:17]([OH:36])[CH2:18][C:24]2[CH:25]=[CH:26][C:27]([C:30]3[CH:35]=[CH:34][CH:33]=[CH:32][N:31]=3)=[CH:28][CH:29]=2)[N:9]([S:11]([N:14]([CH3:16])[CH3:15])(=[O:13])=[O:12])[CH:10]=1. (8) Given the reactants [O:1]([C:8]1[CH:28]=[CH:27][C:11]([O:12][C:13]2[C:14]3[N:21]([CH:22]4[CH2:26][CH2:25][NH:24][CH2:23]4)[CH:20]=[CH:19][C:15]=3[N:16]=[CH:17][N:18]=2)=[CH:10][CH:9]=1)[C:2]1[CH:7]=[CH:6][CH:5]=[CH:4][CH:3]=1.C(=O)(O)[O-].[Na+].[C:34](Br)#[N:35], predict the reaction product. The product is: [O:1]([C:8]1[CH:28]=[CH:27][C:11]([O:12][C:13]2[C:14]3[N:21]([CH:22]4[CH2:26][CH2:25][N:24]([C:34]#[N:35])[CH2:23]4)[CH:20]=[CH:19][C:15]=3[N:16]=[CH:17][N:18]=2)=[CH:10][CH:9]=1)[C:2]1[CH:7]=[CH:6][CH:5]=[CH:4][CH:3]=1. (9) Given the reactants [CH2:1]([N:8]1[C:17]2[C:12](=[CH:13][CH:14]=[C:15]([OH:18])[CH:16]=2)[CH2:11][CH2:10][CH2:9]1)[C:2]1[CH:7]=[CH:6][CH:5]=[CH:4][CH:3]=1.C(N(CC)CC)C.[CH2:26]([N:33]=[C:34]=[O:35])[CH2:27][CH2:28][CH2:29][CH2:30][CH2:31][CH3:32], predict the reaction product. The product is: [CH2:26]([NH:33][C:34](=[O:35])[O:18][C:15]1[CH:16]=[C:17]2[C:12]([CH2:11][CH2:10][CH2:9][N:8]2[CH2:1][C:2]2[CH:3]=[CH:4][CH:5]=[CH:6][CH:7]=2)=[CH:13][CH:14]=1)[CH2:27][CH2:28][CH2:29][CH2:30][CH2:31][CH3:32]. (10) Given the reactants [CH3:1][C:2]1[C:7]([C:8]([OH:10])=[O:9])=[CH:6][CH:5]=[CH:4][N:3]=1.CN(C(ON1N=NC2C=CC=NC1=2)=[N+](C)C)C.F[P-](F)(F)(F)(F)F.CCN(C(C)C)C(C)C.Cl.[CH3:45][C@@H:46]1[CH2:51][NH:50][CH2:49][CH2:48][N:47]1[S:52]([C:55]1[CH:60]=[CH:59][C:58]([C:61]([F:64])([F:63])[F:62])=[CH:57][CH:56]=1)(=[O:54])=[O:53], predict the reaction product. The product is: [CH:8]([OH:10])=[O:9].[CH3:45][C@@H:46]1[CH2:51][N:50]([C:8]([C:7]2[C:2]([CH3:1])=[N:3][CH:4]=[CH:5][CH:6]=2)=[O:10])[CH2:49][CH2:48][N:47]1[S:52]([C:55]1[CH:56]=[CH:57][C:58]([C:61]([F:64])([F:62])[F:63])=[CH:59][CH:60]=1)(=[O:54])=[O:53].